From a dataset of Peptide-MHC class I binding affinity with 185,985 pairs from IEDB/IMGT. Regression. Given a peptide amino acid sequence and an MHC pseudo amino acid sequence, predict their binding affinity value. This is MHC class I binding data. (1) The peptide sequence is CTNFKTQLV. The MHC is HLA-A23:01 with pseudo-sequence HLA-A23:01. The binding affinity (normalized) is 0. (2) The peptide sequence is YFTFDLTAL. The MHC is HLA-B39:01 with pseudo-sequence HLA-B39:01. The binding affinity (normalized) is 0.0847. (3) The peptide sequence is PLILAYFPVFRFL. The MHC is HLA-B54:01 with pseudo-sequence HLA-B54:01. The binding affinity (normalized) is 0.0407. (4) The MHC is Mamu-A01 with pseudo-sequence Mamu-A01. The binding affinity (normalized) is 0. The peptide sequence is RHPPSGSSA. (5) The peptide sequence is GPGAGSLQPLAL. The MHC is HLA-A31:01 with pseudo-sequence HLA-A31:01. The binding affinity (normalized) is 0. (6) The peptide sequence is KPTFKHASV. The MHC is HLA-A23:01 with pseudo-sequence HLA-A23:01. The binding affinity (normalized) is 0.0847. (7) The peptide sequence is MIEPRTLQY. The MHC is HLA-A11:01 with pseudo-sequence HLA-A11:01. The binding affinity (normalized) is 0.268.